This data is from NCI-60 drug combinations with 297,098 pairs across 59 cell lines. The task is: Regression. Given two drug SMILES strings and cell line genomic features, predict the synergy score measuring deviation from expected non-interaction effect. (1) Drug 1: CC1=CC2C(CCC3(C2CCC3(C(=O)C)OC(=O)C)C)C4(C1=CC(=O)CC4)C. Drug 2: CC12CCC3C(C1CCC2OP(=O)(O)O)CCC4=C3C=CC(=C4)OC(=O)N(CCCl)CCCl.[Na+]. Cell line: K-562. Synergy scores: CSS=-6.64, Synergy_ZIP=-0.658, Synergy_Bliss=-9.30, Synergy_Loewe=-10.5, Synergy_HSA=-10.4. (2) Drug 1: C1C(C(OC1N2C=NC3=C2NC=NCC3O)CO)O. Drug 2: C1C(C(OC1N2C=NC(=NC2=O)N)CO)O. Cell line: LOX IMVI. Synergy scores: CSS=3.22, Synergy_ZIP=-2.96, Synergy_Bliss=-2.50, Synergy_Loewe=-2.38, Synergy_HSA=-2.04. (3) Drug 1: CC12CCC(CC1=CCC3C2CCC4(C3CC=C4C5=CN=CC=C5)C)O. Drug 2: CC1C(C(CC(O1)OC2CC(CC3=C2C(=C4C(=C3O)C(=O)C5=CC=CC=C5C4=O)O)(C(=O)C)O)N)O. Cell line: IGROV1. Synergy scores: CSS=51.7, Synergy_ZIP=0.233, Synergy_Bliss=-0.0655, Synergy_Loewe=-33.1, Synergy_HSA=0.189. (4) Drug 1: CC12CCC3C(C1CCC2NC(=O)OCC(F)(F)F)CCC4C3(C=CC(=O)N4C)C. Drug 2: C1CC(CNC1)C2=CC=C(C=C2)N3C=C4C=CC=C(C4=N3)C(=O)N. Cell line: HCT116. Synergy scores: CSS=37.2, Synergy_ZIP=1.07, Synergy_Bliss=-1.18, Synergy_Loewe=-1.73, Synergy_HSA=1.27. (5) Drug 1: C1=CC(=CC=C1CC(C(=O)O)N)N(CCCl)CCCl.Cl. Drug 2: C1C(C(OC1N2C=NC(=NC2=O)N)CO)O. Cell line: LOX IMVI. Synergy scores: CSS=15.2, Synergy_ZIP=-8.98, Synergy_Bliss=-6.42, Synergy_Loewe=-5.33, Synergy_HSA=-4.07.